From a dataset of Forward reaction prediction with 1.9M reactions from USPTO patents (1976-2016). Predict the product of the given reaction. (1) The product is: [S:19]1[CH:23]=[C:22]([C:2]2[C:11]3[C:6](=[CH:7][CH:8]=[CH:9][CH:10]=3)[CH:5]=[C:4]([NH:12][C:13]3[CH:17]=[C:16]([CH3:18])[NH:15][N:14]=3)[N:3]=2)[C:21]2[CH:27]=[CH:28][CH:29]=[CH:30][C:20]1=2. Given the reactants Cl[C:2]1[C:11]2[C:6](=[CH:7][CH:8]=[CH:9][CH:10]=2)[CH:5]=[C:4]([NH:12][C:13]2[CH:17]=[C:16]([CH3:18])[NH:15][N:14]=2)[N:3]=1.[S:19]1[CH:23]=[C:22](B(O)O)[C:21]2[CH:27]=[CH:28][CH:29]=[CH:30][C:20]1=2, predict the reaction product. (2) The product is: [OH:20][N:19]=[C:6]1[C:7]2[C:12](=[CH:11][CH:10]=[CH:9][CH:8]=2)[CH2:13][C:5]21[CH2:15][O:16][C:2]([CH3:17])([CH3:1])[O:3][CH2:4]2. Given the reactants [CH3:1][C:2]1([CH3:17])[O:16][CH2:15][C:5]2([CH2:13][C:12]3[C:7](=[CH:8][CH:9]=[CH:10][CH:11]=3)[C:6]2=O)[CH2:4][O:3]1.Cl.[NH2:19][OH:20].C([O-])(=O)C.[Na+].C(N(CC)CC)C, predict the reaction product. (3) Given the reactants [Cl:1][C:2]1[N:7]2[CH:8]=[CH:9][N:10]=[C:6]2[C:5]([O:11][CH2:12][C@@H:13]2[CH2:18][CH2:17][CH2:16][N:15](C(OC(C)(C)C)=O)[CH2:14]2)=[N:4][C:3]=1[C:26]1[CH:31]=[CH:30][C:29]([C:32]#[N:33])=[CH:28][CH:27]=1.FC(F)(F)C(O)=O, predict the reaction product. The product is: [Cl:1][C:2]1[N:7]2[CH:8]=[CH:9][N:10]=[C:6]2[C:5]([O:11][CH2:12][C@@H:13]2[CH2:18][CH2:17][CH2:16][NH:15][CH2:14]2)=[N:4][C:3]=1[C:26]1[CH:27]=[CH:28][C:29]([C:32]#[N:33])=[CH:30][CH:31]=1. (4) Given the reactants [F:1][C:2]1[CH:43]=[CH:42][C:5]([CH2:6][N:7]2[CH:11]=[C:10]([C:12]3[C:20]4[C:15](=[N:16][CH:17]=[C:18]([C:21]5[CH:22]=[C:23]([NH:27][S:28]([CH3:31])(=[O:30])=[O:29])[CH:24]=[CH:25][CH:26]=5)[CH:19]=4)[N:14](S(C4C=CC(C)=CC=4)(=O)=O)[CH:13]=3)[CH:9]=[N:8]2)=[CH:4][CH:3]=1.[OH-].[Li+], predict the reaction product. The product is: [F:1][C:2]1[CH:3]=[CH:4][C:5]([CH2:6][N:7]2[CH:11]=[C:10]([C:12]3[C:20]4[C:15](=[N:16][CH:17]=[C:18]([C:21]5[CH:22]=[C:23]([NH:27][S:28]([CH3:31])(=[O:30])=[O:29])[CH:24]=[CH:25][CH:26]=5)[CH:19]=4)[NH:14][CH:13]=3)[CH:9]=[N:8]2)=[CH:42][CH:43]=1. (5) Given the reactants C[O:2][C:3]1[N:8]=[CH:7][N:6]=[C:5]([NH2:9])[C:4]=1[C:10]([F:13])([F:12])[F:11].Cl, predict the reaction product. The product is: [NH2:9][C:5]1[N:6]=[CH:7][N:8]=[C:3]([OH:2])[C:4]=1[C:10]([F:13])([F:12])[F:11]. (6) Given the reactants [F:1][C:2]([F:19])([F:18])[C:3]1[CH:8]=[C:7]([C:9]([OH:11])=O)[CH:6]=[CH:5][C:4]=1[C:12]1[CH:17]=[CH:16][CH:15]=[CH:14][CH:13]=1.CCN=C=NCCCN(C)C.Cl.C1C=CC2N(O)N=NC=2C=1.O[NH:43][C:44](=[NH:60])[C:45]1[CH:50]=[CH:49][C:48]([S:51](=[O:54])(=[O:53])[NH2:52])=[C:47]([O:55][C:56]([F:59])([F:58])[F:57])[CH:46]=1, predict the reaction product. The product is: [F:59][C:56]([F:57])([F:58])[O:55][C:47]1[CH:46]=[C:45]([C:44]2[N:43]=[C:9]([C:7]3[CH:6]=[CH:5][C:4]([C:12]4[CH:17]=[CH:16][CH:15]=[CH:14][CH:13]=4)=[C:3]([C:2]([F:1])([F:19])[F:18])[CH:8]=3)[O:11][N:60]=2)[CH:50]=[CH:49][C:48]=1[S:51]([NH2:52])(=[O:54])=[O:53].